This data is from Experimentally validated miRNA-target interactions with 360,000+ pairs, plus equal number of negative samples. The task is: Binary Classification. Given a miRNA mature sequence and a target amino acid sequence, predict their likelihood of interaction. (1) The miRNA is hsa-miR-3663-5p with sequence GCUGGUCUGCGUGGUGCUCGG. The protein sequence of the target gene is MTEEVIVIAKWDYTAQQDQELDIRKNERLWLLDDSKTWWRVRNAANRTGYVPSNYVERKNSLKKGSLVKNLKDTLGLGKTRRKPSARDASPTPSTDAEYPANGSGADRIYDLNIPAFVKFAYVAEREDELSLVKGSRVTVMEKCSDGWWRGSFNGQIGWFPSNYVLEEADEAAAEAPSFLSLRRGTALSNGQGARVLHVVQTLYPFSSVTEEELSFEKGETMEVIEKPENDPEWWKCKNARGQVGLVPKNYVVVLSDGPALHPAHTPQISYTGPSASGRFAGREWYYGNVTRHQAECALN.... Result: 0 (no interaction). (2) The miRNA is mmu-miR-199b-3p with sequence ACAGUAGUCUGCACAUUGGUUA. The protein sequence of the target gene is MKFVYKEEHPFEKRRSEGEKIRKKYPDRVPVIVEKAPKARIGDLDKKKYLVPSDLTVGQFYFLIRKRIHLRAEDALFFFVNNVIPPTSATMGQLYQEHHEEDFFLYIAYSDESVYGL. Result: 0 (no interaction). (3) The miRNA is hsa-miR-138-2-3p with sequence GCUAUUUCACGACACCAGGGUU. The protein sequence of the target gene is MERAVPLAVPLGQTEVFQALQRLHMTIFSQSVSPCGKFLAAGNNYGQIAIFSLSSALSSEAKEESKKPVVTFQAHDGPVYSMVSTDRHLLSAGDGEVKAWLWAEMLKKGCKELWRRQPPYRTSLEVPEINALLLVPKENSLILAGGDCQLHTMDLETGTFTRVLRGHTDYIHCLALRERSPEVLSGGEDGAVRLWDLRTAKEVQTIEVYKHEECSRPHNGRWIGCLATDSDWMVCGGGPALTLWHLRSSTPTTIFPIRAPQKHVTFYQDLILSAGQGRCVNQWQLSGELKAQVPGSSPGL.... Result: 0 (no interaction). (4) Result: 0 (no interaction). The miRNA is hsa-miR-605-3p with sequence AGAAGGCACUAUGAGAUUUAGA. The protein sequence of the target gene is MLAPCSGWELGCFRLCLRQVRLWAGAGRWACWACQARPYSSGGSERWPGSETEVPPPGPGRRTLKEWTLQVSPFGRLRARLPCHLAVRPLDPLTYPDGDRVLVAVCGVEGGVRGLDGLQVKYDEDLEEMAIVSDTIHPQASVEVNAPLKFGLDIKSSGSGCVKVQSIEGDNCKIETEHGTSILQSVKGQKLHVQTKGGKVICLGTVYGNIDIHASDKSAVTIDKLQGSSVTVSTEDGLLKAKYLYTESSFLSSAAGDITLGSVHGNITLQSKMGNITVDSSSGCLKASTNQGAIDVYVSQ.... (5) The miRNA is rno-miR-130b-3p with sequence CAGUGCAAUGAUGAAAGGGCAU. The protein sequence of the target gene is MRPFFLLCFALPGLLHAQQACSRGACYPPVGDLLVGRTRFLRASSTCGLTKPETYCTQYGEWQMKCCKCDSRQPHNYYSHRVENVASSSGPMRWWQSQNDVNPVSLQLDLDRRFQLQEVMMEFQGPMPAGMLIERSSDFGKTWRVYQYLAADCTSTFPRVRQGRPQSWQDVRCQSLPQRPNARLNGGKVQLNLMDLVSGIPATQSQKIQEVGEITNLRVNFTRLAPVPQRGYHPPSAYYAVSQLRLQGSCFCHGHADRCAPKPGASAGPSTAVQVHDVCVCQHNTAGPNCERCAPFYNNR.... Result: 0 (no interaction). (6) The miRNA is mmu-miR-10b-5p with sequence UACCCUGUAGAACCGAAUUUGUG. The protein sequence of the target gene is MLSLAAKLVAFFWRTADTPREEAGQLEPELAEGDTKLKTVRGVVTRYCSDYGMIDDMIYFSSDAVTSRVLLNVGQEVIAVVEENKVSNGLKAIRVEAVSDKWEDDSRNHGSPSDCGPRVLIGCVTSLVEGAGCISQTTYFSLESVCEGFEPCKGDWVEAEYRIRPGTWSSEATSVKPLRYKRVDKVCISSLCGRNGVLEESIFFTLDSLKLPDGYTPRRGDVVNAVVVESSQSCYVWRALCMTLVKRRDAAPVHEATHFYGTILLKNKGDIEVTQVTHFGTLKEGRSKTMVIWIENKGDI.... Result: 0 (no interaction). (7) The miRNA is mmu-miR-147-3p with sequence GUGUGCGGAAAUGCUUCUGCUA. The protein sequence of the target gene is MEIPGSLCKKVKLSNNAQNWGMQRATNVTYQAHHVSRNKRGQVVGTRGGFRGCTVWLTGLSGAGKTTVSMALEEYLVCHGIPCYTLDGDNIRQGLNKNLGFSPEDREENVRRIAEVAKLFADAGLVCITSFISPYTQDRNNARQIHEGASLPFFEVFVDAPLHVCEQRDVKGLYKKARAGEIKGFTGIDSEYEKPEAPELVLKTDSCDVNDCVQQVVELLQERDIVPVDASYEVKELYVPENKLHLAKTDAETLPALKINKVDMQWVQVLAEGWATPLNGFMREREYLQCLHFDCLLDGG.... Result: 0 (no interaction).